From a dataset of Catalyst prediction with 721,799 reactions and 888 catalyst types from USPTO. Predict which catalyst facilitates the given reaction. (1) Reactant: N1C=CC=CC=1.Cl.[CH3:8][C:9]1[C:21]2[C:20]3[CH:19](N4CCN(C)CC4)[CH2:18][CH2:17][CH2:16][C:15]=3[C:14](=[O:29])[NH:13][C:12]=2[N:11](C)[N:10]=1.[OH-].[Na+]. Product: [CH3:8][C:9]1[C:21]2[C:20]3[CH2:19][CH2:18][CH2:17][CH2:16][C:15]=3[C:14](=[O:29])[NH:13][C:12]=2[NH:11][N:10]=1. The catalyst class is: 46. (2) Reactant: [Cl:1][C:2]1[CH:11]=[CH:10][C:9]([NH:12][S:13]([C:16]([F:19])([F:18])[F:17])(=[O:15])=[O:14])=[CH:8][C:3]=1[C:4]([O:6]C)=[O:5].[OH-].[Na+].CO.O. Product: [Cl:1][C:2]1[CH:11]=[CH:10][C:9]([NH:12][S:13]([C:16]([F:19])([F:17])[F:18])(=[O:14])=[O:15])=[CH:8][C:3]=1[C:4]([OH:6])=[O:5]. The catalyst class is: 33. (3) Reactant: C([Li])CCC.C(NC(C)C)(C)C.[CH2:13]([N:15]1[CH:19]=[C:18]([C:20]([O:22][CH2:23][CH3:24])=[O:21])[CH:17]=[N:16]1)[CH3:14].Cl.CN(C)[CH:28]=[O:29]. Product: [CH2:13]([N:15]1[C:19]([CH:28]=[O:29])=[C:18]([C:20]([O:22][CH2:23][CH3:24])=[O:21])[CH:17]=[N:16]1)[CH3:14]. The catalyst class is: 7. (4) Reactant: [CH:1]([C:4]1[CH:9]=[CH:8][C:7]([CH:10]=[CH:11][C:12]([NH:14][C@H:15]([C:26]([O:28]C)=[O:27])[CH2:16][C:17]2[C:25]3[C:20](=[CH:21][CH:22]=[CH:23][CH:24]=3)[NH:19][CH:18]=2)=[O:13])=[CH:6][CH:5]=1)([CH3:3])[CH3:2].[OH-].[Na+]. Product: [CH:1]([C:4]1[CH:9]=[CH:8][C:7]([CH:10]=[CH:11][C:12]([NH:14][C@H:15]([C:26]([OH:28])=[O:27])[CH2:16][C:17]2[C:25]3[C:20](=[CH:21][CH:22]=[CH:23][CH:24]=3)[NH:19][CH:18]=2)=[O:13])=[CH:6][CH:5]=1)([CH3:3])[CH3:2]. The catalyst class is: 5. (5) Reactant: F[C:2]1[C:3]([C:17]([F:20])([F:19])[F:18])=[C:4]([CH:8]2[CH2:13][CH2:12][N:11]([CH2:14][CH2:15][CH3:16])[CH2:10][CH2:9]2)[CH:5]=[CH:6][CH:7]=1.[C-:21]#[N:22].[Na+].C1OCCOCCOCCOCCOCCOC1.Cl. Product: [CH2:14]([N:11]1[CH2:12][CH2:13][CH:8]([C:4]2[C:3]([C:17]([F:20])([F:19])[F:18])=[C:2]([CH:7]=[CH:6][CH:5]=2)[C:21]#[N:22])[CH2:9][CH2:10]1)[CH2:15][CH3:16]. The catalyst class is: 9.